The task is: Regression. Given two drug SMILES strings and cell line genomic features, predict the synergy score measuring deviation from expected non-interaction effect.. This data is from NCI-60 drug combinations with 297,098 pairs across 59 cell lines. (1) Drug 1: CC1C(C(CC(O1)OC2CC(CC3=C2C(=C4C(=C3O)C(=O)C5=C(C4=O)C(=CC=C5)OC)O)(C(=O)C)O)N)O.Cl. Drug 2: C1=NC(=NC(=O)N1C2C(C(C(O2)CO)O)O)N. Cell line: HL-60(TB). Synergy scores: CSS=30.9, Synergy_ZIP=-3.65, Synergy_Bliss=-1.99, Synergy_Loewe=-19.7, Synergy_HSA=-3.38. (2) Drug 1: CC1=C(C(CCC1)(C)C)C=CC(=CC=CC(=CC(=O)O)C)C. Drug 2: CCC1(C2=C(COC1=O)C(=O)N3CC4=CC5=C(C=CC(=C5CN(C)C)O)N=C4C3=C2)O.Cl. Cell line: SK-MEL-5. Synergy scores: CSS=30.5, Synergy_ZIP=0.732, Synergy_Bliss=2.56, Synergy_Loewe=-38.1, Synergy_HSA=0.463. (3) Drug 1: CC(C)(C#N)C1=CC(=CC(=C1)CN2C=NC=N2)C(C)(C)C#N. Drug 2: CC12CCC3C(C1CCC2OP(=O)(O)O)CCC4=C3C=CC(=C4)OC(=O)N(CCCl)CCCl.[Na+]. Cell line: OVCAR3. Synergy scores: CSS=20.6, Synergy_ZIP=9.03, Synergy_Bliss=8.65, Synergy_Loewe=3.71, Synergy_HSA=3.72. (4) Drug 1: C1CCN(CC1)CCOC2=CC=C(C=C2)C(=O)C3=C(SC4=C3C=CC(=C4)O)C5=CC=C(C=C5)O. Drug 2: CCC(=C(C1=CC=CC=C1)C2=CC=C(C=C2)OCCN(C)C)C3=CC=CC=C3.C(C(=O)O)C(CC(=O)O)(C(=O)O)O. Cell line: COLO 205. Synergy scores: CSS=-2.96, Synergy_ZIP=8.94, Synergy_Bliss=12.0, Synergy_Loewe=-4.39, Synergy_HSA=-2.80. (5) Drug 1: CN(C)N=NC1=C(NC=N1)C(=O)N. Drug 2: N.N.Cl[Pt+2]Cl. Cell line: MDA-MB-435. Synergy scores: CSS=3.28, Synergy_ZIP=5.27, Synergy_Bliss=12.7, Synergy_Loewe=6.13, Synergy_HSA=7.63. (6) Drug 1: C1CN1P(=S)(N2CC2)N3CC3. Drug 2: C1C(C(OC1N2C=NC3=C2NC=NCC3O)CO)O. Cell line: RPMI-8226. Synergy scores: CSS=23.0, Synergy_ZIP=0.694, Synergy_Bliss=-1.02, Synergy_Loewe=-0.0189, Synergy_HSA=1.39. (7) Drug 2: C1CC(C1)(C(=O)O)C(=O)O.[NH2-].[NH2-].[Pt+2]. Synergy scores: CSS=49.9, Synergy_ZIP=-5.82, Synergy_Bliss=0.376, Synergy_Loewe=-0.845, Synergy_HSA=1.24. Drug 1: CC(CN1CC(=O)NC(=O)C1)N2CC(=O)NC(=O)C2. Cell line: HCT-15.